From a dataset of M1 muscarinic receptor agonist screen with 61,833 compounds. Binary Classification. Given a drug SMILES string, predict its activity (active/inactive) in a high-throughput screening assay against a specified biological target. (1) The compound is S(C=1NC(=C(C(C1C#N)c1occc1)C(=O)Nc1ccccc1)C)CC(OC(C)C)=O. The result is 0 (inactive). (2) The compound is O(c1c(CNc2c(OC)ccc(c2)C)cc(OC)c(OC)c1)C. The result is 0 (inactive). (3) The drug is O(c1c(CNc2n(CCC)c3c(n2)cccc3)cc(OC)cc1)C. The result is 0 (inactive). (4) The molecule is S(=O)(=O)(N(CC(=O)NCC(CCCC)CC)C)c1c2nsnc2ccc1. The result is 0 (inactive). (5) The drug is S(CC(=O)c1ccccc1)c1nc([nH]n1)C. The result is 0 (inactive). (6) The molecule is S(c1n(CCc2ccccc2)c(nn1)Cc1n(ccc1)C)CC(=O)Nc1sc(nn1)C. The result is 0 (inactive).